From a dataset of Catalyst prediction with 721,799 reactions and 888 catalyst types from USPTO. Predict which catalyst facilitates the given reaction. (1) Reactant: [NH2:1][C:2]1[CH:7]=[CH:6][N:5]=[CH:4][CH:3]=1.C[Al](C)C.C1(C)C=CC=CC=1.[Cl:19][C:20]1[CH:21]=[CH:22][N:23]2[C:28]=1[C:27](=[O:29])[O:26][C:25]([CH2:30][N:31]1[CH:39]=[N:38][C:37]3[C:32]1=[N:33][CH:34]=[N:35][C:36]=3[N:40](C(OC(C)(C)C)=O)[C:41]([O:43][C:44]([CH3:47])([CH3:46])[CH3:45])=[O:42])=[N:24]2.O.O.C(C(C(C([O-])=O)O)O)([O-])=O.[Na+].[Na+]. Product: [Cl:19][C:20]1[CH:21]=[CH:22][N:23]([NH:24][C:25](=[O:26])[CH2:30][N:31]2[CH:39]=[N:38][C:37]3[C:32]2=[N:33][CH:34]=[N:35][C:36]=3[NH:40][C:41](=[O:42])[O:43][C:44]([CH3:47])([CH3:45])[CH3:46])[C:28]=1[C:27](=[O:29])[NH:1][C:2]1[CH:7]=[CH:6][N:5]=[CH:4][CH:3]=1. The catalyst class is: 46. (2) Reactant: Br[C:2]1[CH:3]=[C:4]([CH3:9])[CH:5]=[C:6]([CH3:8])[CH:7]=1.C([Li])CCC.[O:15]1[CH2:20][CH2:19][C:18](=[O:21])[CH2:17][CH2:16]1.O. Product: [OH:21][C:18]1([C:2]2[CH:3]=[C:4]([CH3:9])[CH:5]=[C:6]([CH3:8])[CH:7]=2)[CH2:19][CH2:20][O:15][CH2:16][CH2:17]1. The catalyst class is: 1.